This data is from Experimentally validated miRNA-target interactions with 360,000+ pairs, plus equal number of negative samples. The task is: Binary Classification. Given a miRNA mature sequence and a target amino acid sequence, predict their likelihood of interaction. (1) Result: 0 (no interaction). The miRNA is hsa-miR-551a with sequence GCGACCCACUCUUGGUUUCCA. The protein sequence of the target gene is MKMEEMSLSGLDNSKLEAIAQEIYADLVEDSCLGFCFEVHRAVKCGYFFLDDTDPDSMKDFEIVDQPGLDIFGQVFNQWKSKECVCPNCSRSIAASRFAPHLEKCLGMGRNSSRIANRRIANSNNMNKSESDQEDNDDINDNDWSYGSEKKAKKRKSDKNPNSPRRSKSLKHKNGELSNSDPFKYSNSTGISYETLGPEELRSLLTTQCGVISEHTKKMCTRSLRCPQHTDEQRRTVRIYFLGPSAVLPEVESSLDNDGFDMTDSQALISRLQWDGSSDLSPSDSGSSKTSENQGWGLGT.... (2) The miRNA is hsa-miR-371b-5p with sequence ACUCAAAAGAUGGCGGCACUUU. The protein sequence of the target gene is MSSPASTPSRRGSRRGRATPAQTPRSEDARSSPSQRRRGEDSTSTGELQPMPTSPGVDLQSPAAQDVLFSSPPQMHSSAIPLDFDVSSPLTYGTPSSRVEGTPRSGVRGTPVRQRPDLGSAQKGLQVDLQSDGAAAEDIVASEQSLGQKLVIWGTDVNVAACKENFQRFLQRFIDPLAKEEENVGIDITEPLYMQRLGEINVIGEPFLNVNCEHIKSFDKNLYRQLISYPQEVIPTFDMAVNEIFFDRYPDSILEHQIQVRPFNALKTKNMRNLNPEDIDQLITISGMVIRTSQLIPEMQ.... Result: 1 (interaction). (3) The miRNA is hsa-miR-1225-3p with sequence UGAGCCCCUGUGCCGCCCCCAG. The protein sequence of the target gene is MKAFYAFCVVLLVFGSVSEAKFDDFEDEEDIVEYDDNDFAEFEDVMEDSVTESPQRVISTEDDEDEATVELEGQDESQEGDFEDADTQEGDTESEPYDDEEFEGYEDKPDTSSNKNKDPITIVDVPAHLQNSWESYYLEILMVTGLLAYIMNYIIGKNKNSRLAQAWFNSHRELLESNFTLVGDDGTNKEATSTGKLNQENEHIYNLWCSGRVCCEGMLIQLRFLKRQDLLNVLARMMRPVSDQVQIKVTMNDEDMDTYVFAVGTRKALLRLQKEMQDLSEFCSDKPKSGAKYGLPDSLA.... Result: 0 (no interaction). (4) The miRNA is rno-miR-664-3p with sequence UAUUCAUUUACUCCCCAGCCUA. The protein sequence of the target gene is MGKSIPQYLGQLDIRKSVVSLATGAGAIYLLYKAIKAGIKCKPPLCSNSPICIARLAVERERHGRDSGELRRLLNSLECKQDEYAKSMILHSITRCVYLLEAEASACTTDDIVLLGYMLDDKDNSVKTQALNTLKAFSGIRKFRLKIQEHSIKVLELISTIWDTELHIAGLRLLNNLPLPDYVHPQLRRVMPALMEILQSDYILAQVQAVRLLSYLAQKNDLLYDILNCQVHSNFLNLFQPTQSGSLLYEVLVFAERLSEGRNAPHYHVVKWHYNEQSLHESLFGEESRLADRLLALVIH.... Result: 0 (no interaction). (5) The miRNA is hsa-miR-548z with sequence CAAAAACCGCAAUUACUUUUGCA. The protein sequence of the target gene is MASNKTTLQKMGKKQNGKSKKVEEAEPEEFVVEKVLDRRVVNGKVEYFLKWKGFTDADNTWEPEENLDCPELIEAFLNSQKAGKEKDGTKRKSLSDSESDDSKSKKKRDAADKPRGFARGLDPERIIGATDSSGELMFLMKWKDSDEADLVLAKEANMKCPQIVIAFYEERLTWHSCPEDEAQ. Result: 1 (interaction). (6) The miRNA is hsa-miR-548ao-3p with sequence AAAGACCGUGACUACUUUUGCA. The protein sequence of the target gene is MPAGVPMSTYLKMFAASLLAMCAGAEVVHRYYRPDLTIPEIPPKRGELKTELLGLKERKHKPQVSQQEELK. Result: 0 (no interaction).